Dataset: Full USPTO retrosynthesis dataset with 1.9M reactions from patents (1976-2016). Task: Predict the reactants needed to synthesize the given product. Given the product [F:1][C:2]1[CH:3]=[C:4]([N:9]([CH3:32])[CH:10]([C:12]2[CH:13]=[C:14]([C:29]([N:40]3[CH2:45][CH2:44][CH:43]([OH:46])[CH2:42][CH2:41]3)=[O:30])[CH:15]=[C:16]3[C:21]=2[O:20][C:19]([N:22]2[CH2:27][CH2:26][O:25][CH2:24][CH2:23]2)=[CH:18][C:17]3=[O:28])[CH3:11])[CH:5]=[C:6]([F:8])[CH:7]=1, predict the reactants needed to synthesize it. The reactants are: [F:1][C:2]1[CH:3]=[C:4]([N:9]([CH3:32])[CH:10]([C:12]2[CH:13]=[C:14]([C:29](O)=[O:30])[CH:15]=[C:16]3[C:21]=2[O:20][C:19]([N:22]2[CH2:27][CH2:26][O:25][CH2:24][CH2:23]2)=[CH:18][C:17]3=[O:28])[CH3:11])[CH:5]=[C:6]([F:8])[CH:7]=1.CN1CCOCC1.[NH:40]1[CH2:45][CH2:44][CH:43]([OH:46])[CH2:42][CH2:41]1.